Dataset: Catalyst prediction with 721,799 reactions and 888 catalyst types from USPTO. Task: Predict which catalyst facilitates the given reaction. Reactant: [C:1]([O:5][C:6]([NH:8][C@H:9]([C:11]1[CH:20]=[CH:19][C:14]([C:15](OC)=[O:16])=[CH:13][CH:12]=1)[CH3:10])=[O:7])([CH3:4])([CH3:3])[CH3:2].[H-].[H-].[H-].[H-].[Li+].[Al+3].CCOC(C)=O.CCCCCCC. Product: [OH:16][CH2:15][C:14]1[CH:13]=[CH:12][C:11]([C@@H:9]([NH:8][C:6](=[O:7])[O:5][C:1]([CH3:4])([CH3:3])[CH3:2])[CH3:10])=[CH:20][CH:19]=1. The catalyst class is: 1.